Dataset: Reaction yield outcomes from USPTO patents with 853,638 reactions. Task: Predict the reaction yield, written as a fraction of the theoretical maximum amount of product (1.0 means a 100% yield; for example, 0.34 means a 34% yield). (1) The yield is 0.930. The product is [Br:8][C:9]1[CH:10]=[C:11]([CH:14]=[CH:15][CH:16]=1)/[CH:12]=[C:7]1\[C:5](=[O:6])[NH:4][C:2](=[O:3])[NH:1]\1. The catalyst is C(O)(=O)C. The reactants are [NH:1]1[CH2:7][C:5](=[O:6])[NH:4][C:2]1=[O:3].[Br:8][C:9]1[CH:10]=[C:11]([CH:14]=[CH:15][CH:16]=1)[CH:12]=O.C([O-])(=O)C.[Na+]. (2) The reactants are ClC(N(C)C)=C(C)C.[F:9][C:10]1[C:11]([O:42][CH3:43])=[N:12][C:13]([N:17]2[CH2:21][CH:20]([CH2:22]O)[C:19]([NH:30][C:31]([NH:33][C:34](=[O:41])[C:35]3[CH:40]=[CH:39][CH:38]=[CH:37][CH:36]=3)=[S:32])([C:24]3[CH:29]=[N:28][CH:27]=[CH:26][N:25]=3)[CH2:18]2)=[N:14][C:15]=1[CH3:16].C(=O)(O)[O-].[Na+]. The catalyst is ClCCl. The product is [F:9][C:10]1[C:11]([O:42][CH3:43])=[N:12][C:13]([N:17]2[CH2:21][CH:20]3[C:19]([C:24]4[CH:29]=[N:28][CH:27]=[CH:26][N:25]=4)([N:30]=[C:31]([NH:33][C:34](=[O:41])[C:35]4[CH:36]=[CH:37][CH:38]=[CH:39][CH:40]=4)[S:32][CH2:22]3)[CH2:18]2)=[N:14][C:15]=1[CH3:16]. The yield is 0.640. (3) The reactants are [Br:1][C:2]1[C:11]2[C:6](=[CH:7][C:8]([C:12]3[NH:13][C:14]4[C:19]([C:20]=3[CH2:21][CH2:22][CH2:23][CH2:24][CH3:25])=[CH:18][CH:17]=[CH:16][CH:15]=4)=[CH:9][CH:10]=2)[CH:5]=[CH:4][C:3]=1[O:26][CH2:27][C:28]#[N:29].CC([O-])(C)C.[K+].[CH:36]1[CH:41]=[CH:40][C:39]([CH2:42]Br)=[CH:38][CH:37]=1. The catalyst is C1COCC1. The product is [CH2:42]([N:13]1[C:14]2[C:19](=[CH:18][CH:17]=[CH:16][CH:15]=2)[C:20]([CH2:21][CH2:22][CH2:23][CH2:24][CH3:25])=[C:12]1[C:8]1[CH:7]=[C:6]2[C:11](=[CH:10][CH:9]=1)[C:2]([Br:1])=[C:3]([O:26][CH2:27][C:28]#[N:29])[CH:4]=[CH:5]2)[C:39]1[CH:40]=[CH:41][CH:36]=[CH:37][CH:38]=1. The yield is 0.560. (4) The product is [C:13]([C:18]1[O:11][N:10]=[C:8]([C:5]2[CH:4]=[CH:3][C:2]([Cl:1])=[N:7][CH:6]=2)[N:9]=1)([CH3:17])([CH3:14])[CH3:12]. The reactants are [Cl:1][C:2]1[N:7]=[CH:6][C:5]([C:8](=[N:10][OH:11])[NH2:9])=[CH:4][CH:3]=1.[CH3:12][C:13]([CH3:18])([CH3:17])[C:14](Cl)=O. The yield is 0.210. The catalyst is C1(C)C=CC=CC=1.CC(O)=O. (5) The reactants are [CH3:1][O:2][C:3]1[CH:40]=[CH:39][C:6]([C:7]([O:24][CH2:25][C:26]([CH2:37][OH:38])([C:32]([O:34][CH2:35][CH3:36])=[O:33])[C:27]([O:29][CH2:30][CH3:31])=[O:28])([C:16]2[CH:21]=[CH:20][C:19]([O:22][CH3:23])=[CH:18][CH:17]=2)[C:8]2[CH:13]=[CH:12][C:11]([O:14][CH3:15])=[CH:10][CH:9]=2)=[CH:5][CH:4]=1.C(N([P:48]([N:53]([CH:57]([CH3:59])[CH3:58])[CH:54]([CH3:56])[CH3:55])([O-:52])([O-])OCl)C(C)C)(C)C.[CH3:60][O:61][C:62]1[CH:73]=[CH:72][C:65]([C:66]([NH:68][CH2:69][CH2:70]O)=[O:67])=[CH:64][CH:63]=1. The catalyst is C(OCC)(=O)C.CCCCCC.C(N(CC)CC)C. The product is [CH2:35]([O:34][C:32](=[O:33])[C:26]([CH2:25][O:24][C:7]([C:16]1[CH:21]=[CH:20][C:19]([O:22][CH3:23])=[CH:18][CH:17]=1)([C:6]1[CH:5]=[CH:4][C:3]([O:2][CH3:1])=[CH:40][CH:39]=1)[C:8]1[CH:9]=[CH:10][C:11]([O:14][CH3:15])=[CH:12][CH:13]=1)([CH2:37][O:38][P:48]([N:53]([CH:54]([CH3:55])[CH3:56])[CH:57]([CH3:58])[CH3:59])[O:52][CH2:70][CH2:69][NH:68][C:66](=[O:67])[C:65]1[CH:72]=[CH:73][C:62]([O:61][CH3:60])=[CH:63][CH:64]=1)[C:27]([O:29][CH2:30][CH3:31])=[O:28])[CH3:36]. The yield is 0.744. (6) The reactants are [C:1]1([C:32]2[CH:37]=[CH:36][CH:35]=[CH:34][CH:33]=2)[CH:6]=[CH:5][C:4]([C:7]2[N:8]([C:25]3[CH:30]=[CH:29][C:28]([Cl:31])=[CH:27][CH:26]=3)[C:9](=[O:24])[C:10]3[N:11]=[C:12]([CH2:22]Br)[N:13]([C:16]4[CH:21]=[CH:20][CH:19]=[CH:18][CH:17]=4)[C:14]=3[N:15]=2)=[CH:3][CH:2]=1.[CH3:38][S-:39].[Na+].Cl. The catalyst is CN(C=O)C. The product is [C:1]1([C:32]2[CH:37]=[CH:36][CH:35]=[CH:34][CH:33]=2)[CH:6]=[CH:5][C:4]([C:7]2[N:8]([C:25]3[CH:30]=[CH:29][C:28]([Cl:31])=[CH:27][CH:26]=3)[C:9](=[O:24])[C:10]3[N:11]=[C:12]([CH2:22][S:39][CH3:38])[N:13]([C:16]4[CH:21]=[CH:20][CH:19]=[CH:18][CH:17]=4)[C:14]=3[N:15]=2)=[CH:3][CH:2]=1. The yield is 0.860.